Dataset: Forward reaction prediction with 1.9M reactions from USPTO patents (1976-2016). Task: Predict the product of the given reaction. (1) Given the reactants [NH2:1][C:2]1[N:7]=[C:6]([C:8]2[O:9][CH:10]=[CH:11][CH:12]=2)[C:5]([C:13]#[N:14])=[C:4](SC)[N:3]=1.[Cl:17][C:18]1[CH:23]=[CH:22][CH:21]=[C:20]([C:24]([O:26]O)=[O:25])[CH:19]=1.[NH2:28][CH2:29][CH2:30][C:31]1[CH:36]=[CH:35][C:34](O)=[CH:33][CH:32]=1.C1CCN2C(=NCCC2)CC1, predict the reaction product. The product is: [NH2:1][C:2]1[N:3]=[C:4]([NH:28][CH2:29][CH2:30][C:31]2[CH:36]=[CH:35][C:34]([O:26][C:24](=[O:25])[C:20]3[CH:21]=[CH:22][CH:23]=[C:18]([Cl:17])[CH:19]=3)=[CH:33][CH:32]=2)[C:5]([C:13]#[N:14])=[C:6]([C:8]2[O:9][CH:10]=[CH:11][CH:12]=2)[N:7]=1. (2) Given the reactants C([C@@H]([C@H](C(O)=O)O)O)(O)=O.[Cl:11][C:12]1[CH:22]=[CH:21][C:15]2[CH2:16][CH2:17][NH:18][CH2:19][CH2:20][C:14]=2[C:13]=1[C:23]#[C:24][CH2:25][CH2:26][N:27]1[CH2:31][CH2:30][NH:29][C:28]1=[O:32].[C:33]([O:37][C:38](O[C:38]([O:37][C:33]([CH3:36])([CH3:35])[CH3:34])=[O:39])=[O:39])([CH3:36])([CH3:35])[CH3:34].N, predict the reaction product. The product is: [C:33]([O:37][C:38]([N:18]1[CH2:19][CH2:20][C:14]2[C:13]([C:23]#[C:24][CH2:25][CH2:26][N:27]3[CH2:31][CH2:30][NH:29][C:28]3=[O:32])=[C:12]([Cl:11])[CH:22]=[CH:21][C:15]=2[CH2:16][CH2:17]1)=[O:39])([CH3:36])([CH3:35])[CH3:34]. (3) Given the reactants C(=O)=O.[CH3:4][C:5](C)=O.N#N.C([Zn]CC)C.[CH3:15][O:16][C:17]1[CH:25]=[C:24]2[C:20]([CH2:21][CH2:22][C:23]2=[C:26]2[C:31](=[O:32])[O:30][C:29]([CH3:34])([CH3:33])[O:28][C:27]2=[O:35])=[CH:19][CH:18]=1, predict the reaction product. The product is: [CH2:4]([C:23]1([CH:26]2[C:27](=[O:35])[O:28][C:29]([CH3:33])([CH3:34])[O:30][C:31]2=[O:32])[C:24]2[C:20](=[CH:19][CH:18]=[C:17]([O:16][CH3:15])[CH:25]=2)[CH2:21][CH2:22]1)[CH3:5]. (4) Given the reactants [Cl:1][C:2]1[CH:7]=[CH:6][C:5]([C:8]2[CH:12]=[CH:11][N:10]([C:13]3[CH:14]=[CH:15][C:16]4[O:21][CH2:20][C:19]([C:22]([O:24]C)=[O:23])=[CH:18][C:17]=4[CH:26]=3)[N:9]=2)=[CH:4][C:3]=1[CH2:27][NH:28][C:29]([O:31][CH3:32])=[O:30].[OH-].[Na+], predict the reaction product. The product is: [Cl:1][C:2]1[CH:7]=[CH:6][C:5]([C:8]2[CH:12]=[CH:11][N:10]([C:13]3[CH:14]=[CH:15][C:16]4[O:21][CH2:20][C:19]([C:22]([OH:24])=[O:23])=[CH:18][C:17]=4[CH:26]=3)[N:9]=2)=[CH:4][C:3]=1[CH2:27][NH:28][C:29]([O:31][CH3:32])=[O:30]. (5) Given the reactants [CH2:1]1[S:5](=[O:7])(=[O:6])[O:4][CH2:3][CH2:2]1.[CH3:8][C:9]([C:11]([NH:13][CH2:14][CH2:15][CH2:16][N:17]([CH3:19])[CH3:18])=[O:12])=[CH2:10], predict the reaction product. The product is: [C:11]([NH:13][CH2:14][CH2:15][CH2:16][N+:17]([CH3:19])([CH3:18])[CH2:3][CH2:2][CH2:1][S:5]([O-:4])(=[O:7])=[O:6])(=[O:12])[C:9]([CH3:10])=[CH2:8]. (6) The product is: [Cl:16][C:17]1[CH:22]=[CH:21][CH:20]=[CH:19][C:18]=1[CH:23]([N:28]1[CH2:33][CH2:32][C:31]2[S:34][CH:35]=[CH:36][C:30]=2[CH2:29]1)[C:24]([O:26][CH3:27])=[O:25]. Given the reactants C12(CS(O)(=O)=O)C(C)(C)C(CC1)CC2=O.[Cl:16][C:17]1[CH:22]=[CH:21][CH:20]=[CH:19][C:18]=1[C@H:23]([N:28]1[CH2:33][CH2:32][C:31]2[S:34][CH:35]=[CH:36][C:30]=2[CH2:29]1)[C:24]([O:26][CH3:27])=[O:25].Cl.S1C2CCNCC=2C=C1, predict the reaction product.